From a dataset of Forward reaction prediction with 1.9M reactions from USPTO patents (1976-2016). Predict the product of the given reaction. (1) Given the reactants [F:1][C:2]1[CH:3]=[C:4]2[C:8](=[CH:9][CH:10]=1)/[C:7](=[CH:11]\[C:12]1[CH:17]=[CH:16][C:15]([S:18][CH3:19])=[CH:14][CH:13]=1)/[C:6]([CH3:20])=[C:5]2[CH2:21][C:22]([OH:24])=[O:23].C[OH:26], predict the reaction product. The product is: [F:1][C:2]1[CH:3]=[C:4]2[C:8](=[CH:9][CH:10]=1)/[C:7](=[CH:11]\[C:12]1[CH:17]=[CH:16][C:15]([S:18]([CH3:19])=[O:26])=[CH:14][CH:13]=1)/[C:6]([CH3:20])=[C:5]2[CH2:21][C:22]([OH:24])=[O:23]. (2) Given the reactants [O:1]1[C:5]2[CH:6]=[CH:7][CH:8]=[CH:9][C:4]=2[CH:3]=[C:2]1[C:10]1[C:11](O)=[N:12][C:13]2[C:18]([N:19]=1)=[CH:17][CH:16]=[CH:15][CH:14]=2.S(Cl)([Cl:23])=O.CN(C=O)C, predict the reaction product. The product is: [O:1]1[C:5]2[CH:6]=[CH:7][CH:8]=[CH:9][C:4]=2[CH:3]=[C:2]1[C:10]1[C:11]([Cl:23])=[N:12][C:13]2[C:18](=[CH:17][CH:16]=[CH:15][CH:14]=2)[N:19]=1. (3) Given the reactants [CH3:1][C:2]1([C:17]2[CH:18]=[C:19]([NH:23][S:24]([CH3:27])(=[O:26])=[O:25])[CH:20]=[CH:21][CH:22]=2)[CH:7]2[CH:3]1[CH2:4][N:5]([CH2:8][CH2:9][CH2:10][C:11]1[CH:16]=[CH:15][CH:14]=[CH:13][CH:12]=1)[CH2:6]2.[C:28]1([S:34]([OH:37])(=[O:36])=[O:35])[CH:33]=[CH:32][CH:31]=[CH:30][CH:29]=1, predict the reaction product. The product is: [C:28]1([S:34]([OH:37])(=[O:36])=[O:35])[CH:33]=[CH:32][CH:31]=[CH:30][CH:29]=1.[CH3:1][C:2]1([C:17]2[CH:18]=[C:19]([NH:23][S:24]([CH3:27])(=[O:26])=[O:25])[CH:20]=[CH:21][CH:22]=2)[CH:7]2[CH:3]1[CH2:4][N:5]([CH2:8][CH2:9][CH2:10][C:11]1[CH:16]=[CH:15][CH:14]=[CH:13][CH:12]=1)[CH2:6]2. (4) Given the reactants [C:1]1([OH:7])[CH:6]=[CH:5][CH:4]=[CH:3][CH:2]=1.[OH-].[Na+].[I-].[Na+].[CH2:12](Cl)[C:13]1[CH:18]=[CH:17][CH:16]=[CH:15][CH:14]=1.C1(C(=CC(=C(C=1)C)C)C)C, predict the reaction product. The product is: [C:1]1([O:7][CH2:12][C:13]2[CH:18]=[CH:17][CH:16]=[CH:15][CH:14]=2)[CH:6]=[CH:5][CH:4]=[CH:3][CH:2]=1.